This data is from Full USPTO retrosynthesis dataset with 1.9M reactions from patents (1976-2016). The task is: Predict the reactants needed to synthesize the given product. (1) The reactants are: [NH2:1][C:2]1[CH:3]=[C:4]([CH:16]=[C:17]([Cl:19])[CH:18]=1)[O:5][C:6]1[CH:11]=[CH:10][N:9]=[C:8]([NH2:12])[C:7]=1[N+:13]([O-:15])=[O:14].[F:20][C:21]([F:33])([F:32])[O:22][C:23]1[CH:24]=[C:25]([CH:29]=[CH:30][CH:31]=1)[C:26](Cl)=[O:27]. Given the product [NH2:12][C:8]1[C:7]([N+:13]([O-:15])=[O:14])=[C:6]([O:5][C:4]2[CH:3]=[C:2]([NH:1][C:26](=[O:27])[C:25]3[CH:29]=[CH:30][CH:31]=[C:23]([O:22][C:21]([F:20])([F:32])[F:33])[CH:24]=3)[CH:18]=[C:17]([Cl:19])[CH:16]=2)[CH:11]=[CH:10][N:9]=1, predict the reactants needed to synthesize it. (2) Given the product [CH2:13]([O:20][C:21]1[CH:30]=[C:29]2[C:24]([C:25]([NH:8][C:7]3[C:9]([F:11])=[CH:10][C:4]([Br:3])=[CH:5][C:6]=3[F:12])=[N:26][CH:27]=[N:28]2)=[CH:23][C:22]=1[O:32][CH3:33])[C:14]1[CH:15]=[CH:16][CH:17]=[CH:18][CH:19]=1, predict the reactants needed to synthesize it. The reactants are: [H-].[Na+].[Br:3][C:4]1[CH:10]=[C:9]([F:11])[C:7]([NH2:8])=[C:6]([F:12])[CH:5]=1.[CH2:13]([O:20][C:21]1[CH:30]=[C:29]2[C:24]([C:25](Cl)=[N:26][CH:27]=[N:28]2)=[CH:23][C:22]=1[O:32][CH3:33])[C:14]1[CH:19]=[CH:18][CH:17]=[CH:16][CH:15]=1.